From a dataset of Reaction yield outcomes from USPTO patents with 853,638 reactions. Predict the reaction yield, written as a fraction of the theoretical maximum amount of product (1.0 means a 100% yield; for example, 0.34 means a 34% yield). The catalyst is C1COCC1.O. The product is [C:1]([O:5][C:6](=[O:21])[NH:7][C:8]1[CH:13]=[C:12]([O:14][CH3:15])[C:11]([CH2:16][N:22]2[CH2:27][CH2:26][O:25][CH2:24][CH2:23]2)=[C:10]([O:18][CH3:19])[C:9]=1[Br:20])([CH3:4])([CH3:3])[CH3:2]. The yield is 0.880. The reactants are [C:1]([O:5][C:6](=[O:21])[NH:7][C:8]1[CH:13]=[C:12]([O:14][CH3:15])[C:11]([CH2:16]Br)=[C:10]([O:18][CH3:19])[C:9]=1[Br:20])([CH3:4])([CH3:3])[CH3:2].[NH:22]1[CH2:27][CH2:26][O:25][CH2:24][CH2:23]1.